Dataset: Reaction yield outcomes from USPTO patents with 853,638 reactions. Task: Predict the reaction yield, written as a fraction of the theoretical maximum amount of product (1.0 means a 100% yield; for example, 0.34 means a 34% yield). (1) The reactants are Br[C:2]1[CH:10]=[CH:9][CH:8]=[C:7]2[C:3]=1[CH2:4][N:5]([CH:12]([CH2:20][CH2:21][C:22](=[O:24])[NH2:23])[C:13]([O:15][C:16]([CH3:19])([CH3:18])[CH3:17])=[O:14])[C:6]2=[O:11].CCOC(C)=O.C([O-])(O)=O.[Na+].[CH3:36][N:37](C=O)C. The catalyst is [Zn].C1C=CC(/C=C/C(/C=C/C2C=CC=CC=2)=O)=CC=1.C1C=CC(/C=C/C(/C=C/C2C=CC=CC=2)=O)=CC=1.C1C=CC(/C=C/C(/C=C/C2C=CC=CC=2)=O)=CC=1.[Pd].[Pd].C1(P(C2C=CC=CC=2)[C-]2C=CC=C2)C=CC=CC=1.[C-]1(P(C2C=CC=CC=2)C2C=CC=CC=2)C=CC=C1.[Fe+2]. The product is [C:36]([C:2]1[CH:10]=[CH:9][CH:8]=[C:7]2[C:3]=1[CH2:4][N:5]([CH:12]([CH2:20][CH2:21][C:22](=[O:24])[NH2:23])[C:13]([O:15][C:16]([CH3:19])([CH3:18])[CH3:17])=[O:14])[C:6]2=[O:11])#[N:37]. The yield is 0.740. (2) The reactants are [CH2:1]([C:10]1[CH:30]=[CH:29][C:13]([CH2:14][N:15]2[CH2:19][CH2:18][C:17]([P:21](=[O:28])([O:25]CC)[O:22]CC)([OH:20])[CH2:16]2)=[CH:12][CH:11]=1)[CH2:2][CH2:3][CH2:4][CH2:5][CH2:6][CH2:7][CH2:8][CH3:9].I[Si](C)(C)C. The catalyst is C(Cl)(Cl)Cl. The product is [CH2:1]([C:10]1[CH:30]=[CH:29][C:13]([CH2:14][N:15]2[CH2:19][CH2:18][C:17]([P:21](=[O:22])([OH:25])[OH:28])([OH:20])[CH2:16]2)=[CH:12][CH:11]=1)[CH2:2][CH2:3][CH2:4][CH2:5][CH2:6][CH2:7][CH2:8][CH3:9]. The yield is 0.160. (3) The reactants are [CH3:1][C:2]1[O:6][N:5]=[C:4]([C:7]2[CH:12]=[CH:11][CH:10]=[CH:9][CH:8]=2)[C:3]=1[CH2:13][O:14][C:15]1[CH:23]=[CH:22][C:18]([C:19]([OH:21])=O)=[CH:17][N:16]=1.Cl.[O:25]1[CH2:29][CH2:28][CH:27]([CH2:30][NH2:31])[CH2:26]1. No catalyst specified. The product is [CH3:1][C:2]1[O:6][N:5]=[C:4]([C:7]2[CH:8]=[CH:9][CH:10]=[CH:11][CH:12]=2)[C:3]=1[CH2:13][O:14][C:15]1[CH:23]=[CH:22][C:18]([C:19]([NH:31][CH2:30][CH:27]2[CH2:28][CH2:29][O:25][CH2:26]2)=[O:21])=[CH:17][N:16]=1. The yield is 0.810. (4) The reactants are [Br:1][C:2]1[CH:11]=[CH:10][C:9]([N+:12]([O-])=O)=[CH:8][C:3]=1[C:4]([O:6][CH3:7])=[O:5].[Sn](Cl)Cl.C(OCC)(=O)C.[OH-].[Na+]. The catalyst is CO.O. The product is [NH2:12][C:9]1[CH:10]=[CH:11][C:2]([Br:1])=[C:3]([CH:8]=1)[C:4]([O:6][CH3:7])=[O:5]. The yield is 0.940.